The task is: Predict the reaction yield, written as a fraction of the theoretical maximum amount of product (1.0 means a 100% yield; for example, 0.34 means a 34% yield).. This data is from Reaction yield outcomes from USPTO patents with 853,638 reactions. (1) The reactants are CO.[F:3][C:4]1[CH:9]=[CH:8][C:7]([F:10])=[CH:6][C:5]=1[C@H:11]1[CH2:15][CH2:14][CH2:13][N:12]1[C:16]1[CH:21]=[CH:20][N:19]2[N:22]=[CH:23][C:24]([NH:25][C:26]([N:28]3[CH2:31][C:30]([OH:33])([CH3:32])[CH2:29]3)=[O:27])=[C:18]2[N:17]=1.[ClH:34]. The catalyst is O1CCOCC1. The product is [ClH:34].[F:3][C:4]1[CH:9]=[CH:8][C:7]([F:10])=[CH:6][C:5]=1[C@H:11]1[CH2:15][CH2:14][CH2:13][N:12]1[C:16]1[CH:21]=[CH:20][N:19]2[N:22]=[CH:23][C:24]([NH:25][C:26]([N:28]3[CH2:31][C:30]([OH:33])([CH3:32])[CH2:29]3)=[O:27])=[C:18]2[N:17]=1. The yield is 0.750. (2) The reactants are Cl.N[C:3]1[CH:7]=[CH:6][NH:5][C:4]=1[C:8]([O:10][CH2:11][CH3:12])=[O:9].[BrH:13].N([O-])=O.[Na+]. The catalyst is O. The product is [Br:13][C:3]1[CH:7]=[CH:6][NH:5][C:4]=1[C:8]([O:10][CH2:11][CH3:12])=[O:9]. The yield is 0.520. (3) The reactants are Cl.[CH3:2][N:3]([CH3:9])[C:4](=[O:8])[CH2:5][NH:6][CH3:7].C(N(CC)CC)C.[CH3:17][C:18]1([CH3:28])[O:22]/[C:21](=[CH:23]\[C:24](Cl)=[O:25])/[C:20](=[O:27])[O:19]1. The catalyst is ClCCl. The product is [CH3:17][C:18]1([CH3:28])[O:22]/[C:21](=[CH:23]\[C:24]([N:6]([CH3:7])[CH2:5][C:4]([N:3]([CH3:9])[CH3:2])=[O:8])=[O:25])/[C:20](=[O:27])[O:19]1. The yield is 0.320. (4) The reactants are Cl[C:2]1[C:3]2[C:10]([C:11]3[CH:16]=[CH:15][CH:14]=[CH:13][CH:12]=3)=[C:9]([C:17]([O:19][CH3:20])=[O:18])[S:8][C:4]=2[N:5]=[CH:6][N:7]=1.C(N(C(C)C)CC)(C)C.[N:30]1([CH2:35][CH2:36][O:37][CH2:38][CH:39]2[CH2:44][CH2:43][NH:42][CH2:41][CH2:40]2)[CH2:34][CH2:33][CH2:32][CH2:31]1. The catalyst is C1COCC1.O. The product is [C:11]1([C:10]2[C:3]3[C:2]([N:42]4[CH2:43][CH2:44][CH:39]([CH2:38][O:37][CH2:36][CH2:35][N:30]5[CH2:34][CH2:33][CH2:32][CH2:31]5)[CH2:40][CH2:41]4)=[N:7][CH:6]=[N:5][C:4]=3[S:8][C:9]=2[C:17]([O:19][CH3:20])=[O:18])[CH:16]=[CH:15][CH:14]=[CH:13][CH:12]=1. The yield is 0.750. (5) The reactants are [CH:1]([C:4]1[CH:18]=[C:17]([O:19][CH3:20])[C:16]([N+:21]([O-])=O)=[CH:15][C:5]=1[O:6][C:7]1[C:8]([NH2:14])=[N:9][C:10]([NH2:13])=[N:11][CH:12]=1)([CH3:3])[CH3:2].CC(O)=O. The catalyst is CCO.[Pd]. The product is [NH2:21][C:16]1[C:17]([O:19][CH3:20])=[CH:18][C:4]([CH:1]([CH3:3])[CH3:2])=[C:5]([CH:15]=1)[O:6][C:7]1[C:8]([NH2:14])=[N:9][C:10]([NH2:13])=[N:11][CH:12]=1. The yield is 0.820. (6) The reactants are [CH3:1][C:2]1[O:6][N:5]=[C:4]([C:7]2[CH:12]=[CH:11][CH:10]=[CH:9][CH:8]=2)[C:3]=1[CH2:13][O:14][C:15]1[CH:23]=[CH:22][C:18]([C:19]([OH:21])=O)=[CH:17][N:16]=1.[S:24]1[CH2:28][CH2:27][NH:26][CH2:25]1.O.ON1C2C=CC=CC=2N=N1.C(N(C(C)C)C(C)C)C. The catalyst is C1COCC1. The product is [CH3:1][C:2]1[O:6][N:5]=[C:4]([C:7]2[CH:8]=[CH:9][CH:10]=[CH:11][CH:12]=2)[C:3]=1[CH2:13][O:14][C:15]1[N:16]=[CH:17][C:18]([C:19]([N:26]2[CH2:27][CH2:28][S:24][CH2:25]2)=[O:21])=[CH:22][CH:23]=1. The yield is 0.280. (7) The reactants are [Br:1][C:2]1[C:3]([OH:16])=[C:4]2[C:9](=[CH:10][CH:11]=1)[N:8]([C:12](=[O:14])[CH3:13])[C@@H:7]([CH3:15])[CH2:6][CH2:5]2.Cl[C:18]1[CH:23]=[C:22]([CH3:24])[CH:21]=[CH:20][N:19]=1.CN(C)C=O.C(=O)([O-])[O-].[Cs+].[Cs+]. The catalyst is C(OCC)(=O)C.[Cu]I. The product is [Br:1][C:2]1[C:3]([O:16][C:18]2[CH:23]=[C:22]([CH3:24])[CH:21]=[CH:20][N:19]=2)=[C:4]2[C:9](=[CH:10][CH:11]=1)[N:8]([C:12](=[O:14])[CH3:13])[C@@H:7]([CH3:15])[CH2:6][CH2:5]2. The yield is 0.420. (8) The reactants are [C:1]12([C:11]([OH:13])=O)[CH2:10][CH:5]3[CH2:6][CH:7]([CH2:9][CH:3]([CH2:4]3)[CH2:2]1)[CH2:8]2.[NH2:14][CH2:15][CH2:16][CH:17]([OH:19])[CH3:18].CCN=C=NCCCN(C)C.C1C=CC2N(O)N=NC=2C=1.CCN(C(C)C)C(C)C. The catalyst is C(Cl)Cl. The product is [OH:19][CH:17]([CH3:18])[CH2:16][CH2:15][NH:14][C:11]([C:1]12[CH2:10][CH:5]3[CH2:4][CH:3]([CH2:9][CH:7]([CH2:6]3)[CH2:8]1)[CH2:2]2)=[O:13]. The yield is 0.300. (9) The reactants are [Br:1][C:2]1[CH:12]=[C:11]([CH:13]([C:16]2[CH:21]=[CH:20][CH:19]=[CH:18][CH:17]=2)[CH:14]=[CH2:15])[C:5]([NH:6][CH2:7][CH:8]([CH3:10])[CH3:9])=[C:4]([N+:22]([O-])=O)[CH:3]=1.O. The catalyst is C(O)C.ClCCl.[Zn]. The product is [Br:1][C:2]1[CH:3]=[C:4]([NH2:22])[C:5]([NH:6][CH2:7][CH:8]([CH3:9])[CH3:10])=[C:11]([CH:13]([C:16]2[CH:17]=[CH:18][CH:19]=[CH:20][CH:21]=2)[CH:14]=[CH2:15])[CH:12]=1. The yield is 0.920. (10) The reactants are [F:1][C:2]1[CH:7]=[C:6]([N+:8]([O-])=O)[CH:5]=[CH:4][C:3]=1[OH:11].NC1C=CC(O)=CC=1F. No catalyst specified. The product is [NH2:8][C:6]1[CH:5]=[CH:4][C:3]([OH:11])=[C:2]([F:1])[CH:7]=1. The yield is 0.980.